Dataset: Catalyst prediction with 721,799 reactions and 888 catalyst types from USPTO. Task: Predict which catalyst facilitates the given reaction. (1) The catalyst class is: 9. Reactant: [Cl:1][C:2]1[CH:7]=[CH:6][C:5]([C:8]2[C:17]3[C:12](=[CH:13][CH:14]=[C:15]([C:18]([OH:20])=O)[CH:16]=3)[CH:11]=[N:10][CH:9]=2)=[CH:4][CH:3]=1.F[B-](F)(F)F.N1(OC(N(C)C)=[N+](C)C)C2C=CC=CC=2N=N1.C(N(CC)C(C)C)(C)C.[CH:52]1([CH2:55][NH:56][CH3:57])[CH2:54][CH2:53]1. Product: [Cl:1][C:2]1[CH:7]=[CH:6][C:5]([C:8]2[C:17]3[C:12](=[CH:13][CH:14]=[C:15]([C:18]([N:56]([CH2:55][CH:52]4[CH2:54][CH2:53]4)[CH3:57])=[O:20])[CH:16]=3)[CH:11]=[N:10][CH:9]=2)=[CH:4][CH:3]=1. (2) Reactant: C(=O)([O-])[O-].[K+].[K+].Br[CH2:8][C:9]#[C:10][CH3:11].[Cl:12][C:13]1[C:18]2[NH:19][C:20](=[O:23])[N:21]([CH3:22])[C:17]=2[CH:16]=[CH:15][N:14]=1.C(OCC)(=O)C. Product: [CH2:8]([N:19]1[C:18]2[C:13]([Cl:12])=[N:14][CH:15]=[CH:16][C:17]=2[N:21]([CH3:22])[C:20]1=[O:23])[C:9]#[C:10][CH3:11]. The catalyst class is: 35.